Dataset: Full USPTO retrosynthesis dataset with 1.9M reactions from patents (1976-2016). Task: Predict the reactants needed to synthesize the given product. (1) The reactants are: [CH3:1][C@@H:2]1[O:7][C@H:6]([CH3:8])[CH2:5][N:4]([C:9]2[C:16]([F:17])=[CH:15][C:14]([C:18]#[CH:19])=[CH:13][C:10]=2[CH:11]=[O:12])[CH2:3]1.Br[C:21]1[S:25][CH:24]=[N:23][CH:22]=1. Given the product [CH3:1][C@H:2]1[O:7][C@@H:6]([CH3:8])[CH2:5][N:4]([C:9]2[C:16]([F:17])=[CH:15][C:14]([C:18]#[C:19][C:21]3[S:25][CH:24]=[N:23][CH:22]=3)=[CH:13][C:10]=2[CH:11]=[O:12])[CH2:3]1, predict the reactants needed to synthesize it. (2) Given the product [OH:15][C:16]1([C:7]2[CH:12]=[CH:11][C:10]([O:13][CH3:14])=[CH:9][CH:8]=2)[CH2:17][CH2:18][N:19]([C:22]([O:24][C:25]([CH3:28])([CH3:27])[CH3:26])=[O:23])[CH2:20][CH2:21]1, predict the reactants needed to synthesize it. The reactants are: C([Li])CCC.Br[C:7]1[CH:12]=[CH:11][C:10]([O:13][CH3:14])=[CH:9][CH:8]=1.[O:15]=[C:16]1[CH2:21][CH2:20][N:19]([C:22]([O:24][C:25]([CH3:28])([CH3:27])[CH3:26])=[O:23])[CH2:18][CH2:17]1. (3) Given the product [C:33]1([C:36]2[CH:37]=[CH:38][CH:39]=[CH:40][CH:41]=2)[CH:34]=[CH:35][C:30]([C:28]2[O:29][C:25]([CH3:24])=[C:26]([CH2:42][CH2:43][O:13][C:10]3[CH:9]=[CH:8][C:7]([CH2:6][C:5]([CH3:14])([O:15][C:16]4[CH:17]=[CH:18][C:19]([CH3:22])=[CH:20][CH:21]=4)[C:4]([OH:3])=[O:23])=[CH:12][CH:11]=3)[N:27]=2)=[CH:31][CH:32]=1, predict the reactants needed to synthesize it. The reactants are: C([O:3][C:4](=[O:23])[C:5]([O:15][C:16]1[CH:21]=[CH:20][C:19]([CH3:22])=[CH:18][CH:17]=1)([CH3:14])[CH2:6][C:7]1[CH:12]=[CH:11][C:10]([OH:13])=[CH:9][CH:8]=1)C.[CH3:24][C:25]1[O:29][C:28]([C:30]2[CH:35]=[CH:34][C:33]([C:36]3[CH:41]=[CH:40][CH:39]=[CH:38][CH:37]=3)=[CH:32][CH:31]=2)=[N:27][C:26]=1[CH2:42][CH2:43]OS(C1C=CC(C)=CC=1)(=O)=O.C([O-])([O-])=O.[K+].[K+].[OH-].[Na+]. (4) Given the product [F:20][C:19]1[C:15]([CH2:14][NH:12][CH3:11])=[CH:16][N:17]([S:28]([C:31]2[CH:36]=[CH:35][CH:34]=[CH:33][CH:32]=2)(=[O:30])=[O:29])[C:18]=1[C:21]1[C:22]([F:27])=[N:23][CH:24]=[CH:25][CH:26]=1, predict the reactants needed to synthesize it. The reactants are: COC1C=C(OC)C=CC=1[CH2:11][N:12]([CH2:14][C:15]1[C:19]([F:20])=[C:18]([C:21]2[C:22]([F:27])=[N:23][CH:24]=[CH:25][CH:26]=2)[N:17]([S:28]([C:31]2[CH:36]=[CH:35][CH:34]=[CH:33][CH:32]=2)(=[O:30])=[O:29])[CH:16]=1)C.C(Cl)(=O)OC(Cl)C.C(N(CC)CC)C.O. (5) Given the product [F:16][C:13]1[CH:14]=[CH:15][C:10]([N:6]2[C:5]3[CH:17]=[CH:18][C:2]([C:26]([OH:27])([C:28]4[C:36]5[C:31](=[CH:32][CH:33]=[CH:34][CH:35]=5)[N:30]([CH3:37])[CH:29]=4)[C:25]([F:24])([F:39])[F:38])=[CH:3][C:4]=3[NH:8][C:7]2=[O:9])=[CH:11][CH:12]=1, predict the reactants needed to synthesize it. The reactants are: Br[C:2]1[CH:18]=[CH:17][C:5]2[N:6]([C:10]3[CH:15]=[CH:14][C:13]([F:16])=[CH:12][CH:11]=3)[C:7](=[O:9])[NH:8][C:4]=2[CH:3]=1.C([Li])CCC.[F:24][C:25]([F:39])([F:38])[C:26]([C:28]1[C:36]2[C:31](=[CH:32][CH:33]=[CH:34][CH:35]=2)[N:30]([CH3:37])[CH:29]=1)=[O:27].